From a dataset of Catalyst prediction with 721,799 reactions and 888 catalyst types from USPTO. Predict which catalyst facilitates the given reaction. (1) Reactant: [C:1]([O:4]CC)(=[O:3])C.[CH3:7][CH2:8][CH2:9][CH2:10][CH2:11][CH2:12][CH3:13].C(O)(=O)C.[CH3:18][CH2:19][CH2:20][CH2:21]CCC.CC(O)C. Product: [CH3:7][C@@H:8]([CH2:9][CH2:10][CH2:11][C:12]1[CH:21]=[CH:20][CH:19]=[CH:18][CH:13]=1)[C:1]([OH:4])=[O:3]. The catalyst class is: 15. (2) Reactant: [CH3:1][C:2]([CH3:5])([O-])[CH3:3].[K+].[CH2:7]([N:14]([CH2:26][C:27]1[CH:32]=[CH:31][CH:30]=[CH:29][CH:28]=1)[C:15]1[C:20]([N+:21]([O-:23])=[O:22])=[C:19]([NH2:24])[CH:18]=[C:17]([Br:25])[N:16]=1)[C:8]1[CH:13]=[CH:12][CH:11]=[CH:10][CH:9]=1. Product: [CH2:26]([N:14]([CH2:7][C:8]1[CH:9]=[CH:10][CH:11]=[CH:12][CH:13]=1)[C:15]1[C:20]([N+:21]([O-:23])=[O:22])=[C:19]([NH:24][CH2:1][C:2]2[CH:5]=[N:21][C:20]([CH3:15])=[CH:19][CH:3]=2)[CH:18]=[C:17]([Br:25])[N:16]=1)[C:27]1[CH:32]=[CH:31][CH:30]=[CH:29][CH:28]=1. The catalyst class is: 1. (3) Reactant: Cl[C:2]1[C:7]([CH:8]=[O:9])=[CH:6][CH:5]=[CH:4][N:3]=1.[CH3:10][N:11]1[C:15]2[CH:16]=[CH:17][CH:18]=[CH:19][C:14]=2[N:13]=[C:12]1[NH:20][C:21]1[CH:26]=[CH:25][C:24]([OH:27])=[CH:23][CH:22]=1.C(=O)([O-])[O-].[Cs+].[Cs+]. Product: [CH3:10][N:11]1[C:15]2[CH:16]=[CH:17][CH:18]=[CH:19][C:14]=2[N:13]=[C:12]1[NH:20][C:21]1[CH:26]=[CH:25][C:24]([O:27][C:2]2[N:3]=[CH:4][CH:5]=[CH:6][C:7]=2[CH:8]=[O:9])=[CH:23][CH:22]=1. The catalyst class is: 16. (4) Reactant: [Br:1][C:2]1[CH:9]=[C:8]([S:10][C:11]2[CH:16]=[CH:15][C:14]([Cl:17])=[C:13]([Cl:18])[CH:12]=2)[CH:7]=[CH:6][C:3]=1[CH2:4][OH:5].C(N(CC)C(C)C)(C)C.[CH3:28][O:29][CH2:30]Cl.O. Product: [Br:1][C:2]1[CH:9]=[C:8]([S:10][C:11]2[CH:16]=[CH:15][C:14]([Cl:17])=[C:13]([Cl:18])[CH:12]=2)[CH:7]=[CH:6][C:3]=1[CH2:4][O:5][CH2:28][O:29][CH3:30]. The catalyst class is: 2. (5) Reactant: [Cl:1][C:2]1[CH:7]=[C:6]([O:8][C:9]2[CH:14]=[CH:13][C:12]([Cl:15])=[CH:11][CH:10]=2)[CH:5]=[CH:4][C:3]=1/[CH:16]=[CH:17]/[O:18]C. Product: [Cl:1][C:2]1[CH:7]=[C:6]([O:8][C:9]2[CH:14]=[CH:13][C:12]([Cl:15])=[CH:11][CH:10]=2)[CH:5]=[CH:4][C:3]=1[CH2:16][CH:17]=[O:18]. The catalyst class is: 157. (6) The catalyst class is: 272. Reactant: [Cl:1][C:2]1[C:3]([F:13])=[CH:4][C:5]([F:12])=[C:6]([S:8](Cl)(=[O:10])=[O:9])[CH:7]=1.[F:14][C:15]1[CH:16]=[N:17][C:18]([NH2:21])=[N:19][CH:20]=1. Product: [Cl:1][C:2]1[C:3]([F:13])=[CH:4][C:5]([F:12])=[C:6]([S:8]([NH:21][C:18]2[N:19]=[CH:20][C:15]([F:14])=[CH:16][N:17]=2)(=[O:10])=[O:9])[CH:7]=1. (7) Reactant: [Cl:1][C:2]1[N:11]=[C:10]([NH:12][CH2:13][CH2:14][CH2:15][CH2:16][CH3:17])[C:9]2[C:4](=[CH:5][CH:6]=[C:7]([N+:18]([O-:20])=[O:19])[CH:8]=2)[N:3]=1.[CH2:21]([NH2:24])[CH:22]=[CH2:23]. Product: [ClH:1].[CH2:21]([NH:24][C:2]1[N:11]=[C:10]([NH:12][CH2:13][CH2:14][CH2:15][CH2:16][CH3:17])[C:9]2[C:4](=[CH:5][CH:6]=[C:7]([N+:18]([O-:20])=[O:19])[CH:8]=2)[N:3]=1)[CH:22]=[CH2:23]. The catalyst class is: 6.